Dataset: Experimentally validated miRNA-target interactions with 360,000+ pairs, plus equal number of negative samples. Task: Binary Classification. Given a miRNA mature sequence and a target amino acid sequence, predict their likelihood of interaction. (1) The protein sequence of the target gene is MQRYWRFQDNKIQDICFGVLGESWIQRPVMARYYSEGQSLQQDDSFIEGVSDQVLVAVVVSLALTATLLYALLRNVQQNIHPENQELVRVLREQFQTEQDVPAPARQQFYTEMYCPICLHQASFPVETNCGHLFCGSCIIAYWRYGSWLGAISCPICRQTVTLLLTVFGEDDQSQDVIRLRQDVNDYNRRFSGQPRSIMERIMDLPTLLRHAFREVFSVGGLFWMFRIRIMLCLMGAFFYLISPLDFVPEALFGILGFLDDFFVIFLLLIYISIMYREVITQRLTR. The miRNA is hsa-miR-8055 with sequence CUUUGAGCACAUGAGCAGACGGA. Result: 0 (no interaction). (2) The miRNA is hsa-miR-382-3p with sequence AAUCAUUCACGGACAACACUU. The protein sequence of the target gene is MALLALLLVVALPRVWTDANLTARQRDPEDSQRTDEGDNRVWCHVCERENTFECQNPRRCKWTEPYCVIAAVKIFPRFFMVAKQCSAGCAAMERPKPEEKRFLLEEPMPFFYLKCCKIRYCNLEGPPINSSVFKEYAGSMGESCGGLWLAILLLLASIAAGLSLS. Result: 1 (interaction). (3) The miRNA is hsa-miR-1253 with sequence AGAGAAGAAGAUCAGCCUGCA. The protein sequence of the target gene is MANTTGEPEEVSGALSPPSASAYVKLVLLGLIMCVSLAGNAILSLLVLKERALHKAPYYFLLDLCLADGIRSAVCFPFVLASVRHGSSWTFSALSCKIVAFMAVLFCFHAAFMLFCISVTRYMAIAHHRFYAKRMTLWTCAAVICMAWTLSVAMAFPPVFDVGTYKFIREEDQCIFEHRYFKANDTLGFMLMLAVLMAATHAVYGKLLLFEYRHRKMKPVQMVPAISQNWTFHGPGATGQAAANWIAGFGRGPMPPTLLGIRQNGHAASRRLLGMDEVKGEKQLGRMFYAITLLFLLLWS.... Result: 1 (interaction). (4) The miRNA is mmu-miR-7663-5p with sequence GCUGCUUGGUGAUCAUCCACUGU. The protein sequence of the target gene is MEGSWRDVLAVLVILAQLTASGSSYQIIEGPQNVTVLKDSEAHFNCTVTHGWKLLMWTLNQMVVLSLTTQGPIITNNRFTYASYNSTDSFISELIIHDVQPSDSGSVQCSLQNSHGFGSAFLSVQVMGTLNIPSNNLIVTEGEPCNVTCYAVGWTSLPDISWELEVPVSHSSYNSFLESGNFMRVLSVLDLTPLGNGTLTCVAELKDLQASKSLTVNLTVVQPPPDSIGEEGPALPTWAIILLAVAFSLLLILIIVLIIIFCCCCASRREKEESTYQNEIRKSANMRTNKADPETKLKGG.... Result: 0 (no interaction). (5) The miRNA is hsa-miR-3162-3p with sequence UCCCUACCCCUCCACUCCCCA. The protein sequence of the target gene is MGTALVQRGGCCLLCLSLLLLGCWAELGSGLEFPGAEGQWTRFPKWNACCESEMSFQLKTRSARGLVLYFDDEGFCDFLELILTRGGRLQLSFSIFCAEPATLLADTPVNDGAWHSVRIRRQFRNTTLYIDRAEAKWVEVKSKRRDMTVFSGLFVGGLPPELRAAALKLTLASVREREPFKGWIRDVRVNSSQALPVDGGEVKLDDEPPNSGGGSPCEAGEEGEGGVCLNGGVCSVVDDQAVCDCSRTGFRGKDCSQEDNNVEGLAHLMMGDQGKSKGKEEYIATFKGSEYFCYDLSQNP.... Result: 0 (no interaction). (6) The miRNA is hsa-miR-920 with sequence GGGGAGCUGUGGAAGCAGUA. The protein sequence of the target gene is MFIKGRAPRAPPRERRRATRGGLRQVVAPPRALGSTSRPHFRRASVCRRRCRKSGGLLAASRKMAAAAVNGAAGFSSSGPAATSGAVLQAATGMYEQLKGEWNRKSPNLSKCGEELGRLKLVLLELNFLPTTGTKLTKQQLILARDILEIGAQWSILRKDIPSFERYMAQLKCYYFDYKEQLPESAYMHQLLGLNLLFLLSQNRVAEFHTELERLPAKDIQTNVYIKHPVSLEQYLMEGSYNKVFLAKGNIPAESYTFFIDILLDTIRDEIAGCIEKAYEKILFTEATRILFFNTPKKMT.... Result: 0 (no interaction). (7) The miRNA is mmu-miR-28b with sequence AGGAGCUCACAAUCUAUUUAG. Result: 0 (no interaction). The protein sequence of the target gene is MGESPASVVLNASGGLFSLKMETLESELTCPICLELFEDPLLLPCAHSLCFSCAHRILVSSCSSGESIEPITAFQCPTCRYVISLNHRGLDGLKRNVTLQNIIDRFQKASVSGPNSPSESRRERTYRPTTAMSSERIACQFCEQDPPRDAVKTCITCEVSYCDRCLRATHPNKKPFTSHRLVEPVPDTHLRGITCLDHENEKVNMYCVSDDQLICALCKLVGRHRDHQVASLNDRFEKLKQTLEMNLTNLVKRNSELENQMAKLIQICQQVEVNTAMHEAKLMEECDELVEIIQQRKQMI....